Dataset: Forward reaction prediction with 1.9M reactions from USPTO patents (1976-2016). Task: Predict the product of the given reaction. (1) The product is: [Cl:1][C:2]1[CH:3]=[C:4]([N:17]([C:31]2[CH:36]=[CH:35][C:34]([F:37])=[CH:33][C:32]=2[CH3:38])[C:18]([O:20][CH:21]([O:23][C:24]([CH2:25][CH2:26][C:27]([O-:29])=[O:28])=[O:30])[CH3:22])=[O:19])[CH:5]=[CH:6][C:7]=1[C:8](=[O:16])[C:9]1[CH:14]=[CH:13][CH:12]=[CH:11][C:10]=1[CH3:15].[Na+:40]. Given the reactants [Cl:1][C:2]1[CH:3]=[C:4]([N:17]([C:31]2[CH:36]=[CH:35][C:34]([F:37])=[CH:33][C:32]=2[CH3:38])[C:18]([O:20][CH:21]([O:23][C:24](=[O:30])[CH2:25][CH2:26][C:27]([OH:29])=[O:28])[CH3:22])=[O:19])[CH:5]=[CH:6][C:7]=1[C:8](=[O:16])[C:9]1[CH:14]=[CH:13][CH:12]=[CH:11][C:10]=1[CH3:15].[OH-].[Na+:40], predict the reaction product. (2) Given the reactants [F:1][C:2]1[CH:28]=[CH:27][CH:26]=[C:25]([F:29])[C:3]=1[CH2:4][O:5][C:6]1[C:7]2[N:8]([C:13]([C:20]([O:22]CC)=[O:21])=[C:14]([C:16]([F:19])([F:18])[F:17])[N:15]=2)[CH:9]=[C:10]([CH3:12])[CH:11]=1.[OH-].[Li+].Cl, predict the reaction product. The product is: [F:1][C:2]1[CH:28]=[CH:27][CH:26]=[C:25]([F:29])[C:3]=1[CH2:4][O:5][C:6]1[C:7]2[N:8]([C:13]([C:20]([OH:22])=[O:21])=[C:14]([C:16]([F:18])([F:19])[F:17])[N:15]=2)[CH:9]=[C:10]([CH3:12])[CH:11]=1. (3) Given the reactants C1(C2(C3C=CC=CC=3)[O:11][C:10]3[CH:12]=[CH:13][C:14]([S:16]([N:19]4[CH2:24][CH:23]=[C:22]([C:25]5[CH:30]=[CH:29][C:28]([F:31])=[CH:27][CH:26]=5)[CH2:21][CH2:20]4)(=[O:18])=[O:17])=[CH:15][C:9]=3[O:8]2)C=CC=CC=1.FC(F)(F)C(O)=O, predict the reaction product. The product is: [F:31][C:28]1[CH:29]=[CH:30][C:25]([C:22]2[CH2:23][CH2:24][N:19]([S:16]([C:14]3[CH:15]=[C:9]([OH:8])[C:10]([OH:11])=[CH:12][CH:13]=3)(=[O:18])=[O:17])[CH2:20][CH:21]=2)=[CH:26][CH:27]=1. (4) The product is: [Cl:1][C:2]1[CH:24]=[CH:23][C:5]([CH2:6][C:7]2[C:11](=[O:12])[N:10]([C:13]3[S:14][C:15]([C:19]([NH:56][CH2:57][C:58]4[CH:59]=[N:60][CH:61]=[CH:62][CH:63]=4)=[O:20])=[C:16]([CH3:18])[N:17]=3)[NH:9][C:8]=2[CH3:22])=[CH:4][CH:3]=1. Given the reactants [Cl:1][C:2]1[CH:24]=[CH:23][C:5]([CH2:6][C:7]2[C:11](=[O:12])[N:10]([C:13]3[S:14][C:15]([C:19](O)=[O:20])=[C:16]([CH3:18])[N:17]=3)[NH:9][C:8]=2[CH3:22])=[CH:4][CH:3]=1.Cl.CN(C)CCCN=C=NCC.C(N(CC)C(C)C)(C)C.ON1C2C=CC=CC=2N=N1.[NH2:56][CH2:57][C:58]1[CH:59]=[N:60][CH:61]=[CH:62][CH:63]=1, predict the reaction product. (5) Given the reactants [Cl:1][C:2]1[CH:3]=[C:4]2[CH:10]=[C:9]([C:11]([OH:13])=O)[NH:8][C:5]2=[CH:6][N:7]=1.[S:14]1[CH:18]=[CH:17][CH:16]=[C:15]1[CH2:19][CH2:20][NH2:21], predict the reaction product. The product is: [S:14]1[CH:18]=[CH:17][CH:16]=[C:15]1[CH2:19][CH2:20][NH:21][C:11]([C:9]1[NH:8][C:5]2=[CH:6][N:7]=[C:2]([Cl:1])[CH:3]=[C:4]2[CH:10]=1)=[O:13].